Dataset: Full USPTO retrosynthesis dataset with 1.9M reactions from patents (1976-2016). Task: Predict the reactants needed to synthesize the given product. (1) Given the product [CH3:29][N:28]([CH3:30])[C:21]1[CH:22]=[CH:23][CH:24]=[C:25]([O:26][CH3:27])[C:20]=1[CH2:19][N:16]1[CH2:17][CH2:18][CH:13]([NH:12][C:10]2[C:9]3[C:4](=[CH:5][CH:6]=[CH:7][CH:8]=3)[N:3]=[C:2]([N:31]3[CH2:36][CH2:35][CH2:34][CH:33]([C:37]([NH2:39])=[O:38])[CH2:32]3)[N:11]=2)[CH2:14][CH2:15]1, predict the reactants needed to synthesize it. The reactants are: Cl[C:2]1[N:11]=[C:10]([NH:12][CH:13]2[CH2:18][CH2:17][N:16]([CH2:19][C:20]3[C:25]([O:26][CH3:27])=[CH:24][CH:23]=[CH:22][C:21]=3[N:28]([CH3:30])[CH3:29])[CH2:15][CH2:14]2)[C:9]2[C:4](=[CH:5][CH:6]=[CH:7][CH:8]=2)[N:3]=1.[NH:31]1[CH2:36][CH2:35][CH2:34][CH:33]([C:37]([NH2:39])=[O:38])[CH2:32]1. (2) The reactants are: O[C:2]1([CH3:27])[O:6][C:5](=O)[C:4]([C:8]2[C:13]([F:14])=[CH:12][C:11]([F:15])=[CH:10][C:9]=2[F:16])=[C:3]1[C:17]1[CH:26]=[CH:25][C:24]2[C:19](=[CH:20][CH:21]=[CH:22][CH:23]=2)[CH:18]=1.O.[NH2:29][NH2:30]. Given the product [CH3:27][C:2]1[C:3]([C:17]2[CH:26]=[CH:25][C:24]3[C:19](=[CH:20][CH:21]=[CH:22][CH:23]=3)[CH:18]=2)=[C:4]([C:8]2[C:13]([F:14])=[CH:12][C:11]([F:15])=[CH:10][C:9]=2[F:16])[C:5](=[O:6])[NH:29][N:30]=1, predict the reactants needed to synthesize it. (3) Given the product [C:16]([O:19][C:20]([NH:1][CH2:2][CH2:3][CH:4]([OH:8])[C:5]([OH:7])=[O:6])=[O:21])([CH3:18])([CH3:17])[CH3:15], predict the reactants needed to synthesize it. The reactants are: [NH2:1][CH2:2][CH2:3][CH:4]([OH:8])[C:5]([OH:7])=[O:6].C(=O)([O-])[O-].[K+].[K+].[CH3:15][C:16]([O:19][C:20](O[C:20]([O:19][C:16]([CH3:18])([CH3:17])[CH3:15])=[O:21])=[O:21])([CH3:18])[CH3:17].